This data is from Peptide-MHC class I binding affinity with 185,985 pairs from IEDB/IMGT. The task is: Regression. Given a peptide amino acid sequence and an MHC pseudo amino acid sequence, predict their binding affinity value. This is MHC class I binding data. (1) The peptide sequence is FTLSFGNST. The MHC is HLA-A01:01 with pseudo-sequence HLA-A01:01. The binding affinity (normalized) is 0.0847. (2) The peptide sequence is RAVPPNPTI. The MHC is HLA-B57:01 with pseudo-sequence HLA-B57:01. The binding affinity (normalized) is 0.453. (3) The peptide sequence is FLNPVIYTF. The MHC is HLA-B83:01 with pseudo-sequence HLA-B83:01. The binding affinity (normalized) is 0.493.